Predict the reactants needed to synthesize the given product. From a dataset of Retrosynthesis with 50K atom-mapped reactions and 10 reaction types from USPTO. Given the product CC1(C)OC[C@](C)(CC=O)O1, predict the reactants needed to synthesize it. The reactants are: CC1(C)OC[C@](C)(CCO)O1.